Dataset: Full USPTO retrosynthesis dataset with 1.9M reactions from patents (1976-2016). Task: Predict the reactants needed to synthesize the given product. (1) Given the product [CH3:23][O:25][C:26]1[CH:27]=[CH:4][C:5]2[O:12][C:13](=[O:17])[NH:14][C:15]([CH3:16])([CH3:18])[C:6]=2[CH:7]=1, predict the reactants needed to synthesize it. The reactants are: C([C:4]1C=C(OC)[CH:7]=[CH:6][C:5]=1[NH:12][C:13](=[O:17])[O:14][CH2:15][CH3:16])(=O)C.[CH3:18][Mg]I.[Cl-].[NH4+].[CH2:23]([O:25][CH2:26][CH3:27])C. (2) Given the product [CH3:29][CH:27]1[CH2:28][CH:25]([CH:23]([NH:22][C:4]2[N:3]=[C:2]([S:31][CH3:30])[N:10]=[C:9]3[C:5]=2[N:6]([CH2:11][C:12]2[CH:13]=[CH:14][C:15]([C:18]([F:19])([F:20])[F:21])=[CH:16][CH:17]=2)[CH:7]=[N:8]3)[CH3:24])[CH2:26]1, predict the reactants needed to synthesize it. The reactants are: Cl[C:2]1[N:10]=[C:9]2[C:5]([N:6]([CH2:11][C:12]3[CH:17]=[CH:16][C:15]([C:18]([F:21])([F:20])[F:19])=[CH:14][CH:13]=3)[CH:7]=[N:8]2)=[C:4]([NH:22][CH:23]([CH:25]2[CH2:28][CH:27]([CH3:29])[CH2:26]2)[CH3:24])[N:3]=1.[CH3:30][S-:31].[Na+].O. (3) Given the product [Br:9][C:4]1[CH:3]=[C:2]([CH:10]2[CH2:12][CH2:11]2)[CH:7]=[C:6]([Cl:8])[CH:5]=1, predict the reactants needed to synthesize it. The reactants are: Br[C:2]1[CH:7]=[C:6]([Cl:8])[CH:5]=[C:4]([Br:9])[CH:3]=1.[CH:10]1([Mg]Br)[CH2:12][CH2:11]1. (4) Given the product [CH2:4]([NH:5][C:6]([CH:8]1[CH:9]([OH:37])[CH:10]([OH:36])[CH:11]([N:13]2[CH:14]=[N:15][C:16]3[C:17]2=[N:18][C:19]([C:23]#[C:24][CH2:25][CH:26]2[CH2:31][CH2:30][CH:29]([C:32](=[O:34])[NH:2][CH3:1])[CH2:28][CH2:27]2)=[N:20][C:21]=3[NH2:22])[O:12]1)=[O:7])[CH3:3], predict the reactants needed to synthesize it. The reactants are: [CH3:1][NH2:2].[CH3:3][CH2:4][NH:5][C:6]([C@H:8]1[O:12][C@@H:11]([N:13]2[C:17]3[N:18]=[C:19]([C:23]#[C:24][CH2:25][CH:26]4[CH2:31][CH2:30][CH:29]([C:32]([O:34]C)=O)[CH2:28][CH2:27]4)[N:20]=[C:21]([NH2:22])[C:16]=3[N:15]=[CH:14]2)[C@H:10]([OH:36])[C@@H:9]1[OH:37])=[O:7]. (5) The reactants are: BrC1C=CC=C2C=1C(=O)C(=O)N2CCCCC.[Cl:18][C:19]1[CH:20]=[C:21]2[C:25](=[CH:26][CH:27]=1)[N:24]([CH2:28][C:29]([O:31][CH2:32][CH3:33])=[O:30])[C:23](=[O:34])[C:22]2=[O:35].O1C2C=CC(O)=CC=2OC1.[O:46]1[C:50]2[CH:51]=[C:52]([OH:55])[CH:53]=[CH:54][C:49]=2[CH2:48][CH2:47]1. Given the product [CH2:32]([O:31][C:29](=[O:30])[CH2:28][N:24]1[C:25]2[C:21](=[CH:20][C:19]([Cl:18])=[CH:27][CH:26]=2)[C:22]([OH:35])([C:53]2[C:52]([OH:55])=[CH:51][C:50]3[O:46][CH2:47][CH2:48][C:49]=3[CH:54]=2)[C:23]1=[O:34])[CH3:33], predict the reactants needed to synthesize it. (6) Given the product [Cl:1][C:2]1[CH:9]=[CH:8][C:7]([N+:10]([O-:12])=[O:11])=[CH:6][C:3]=1[CH2:4][N:14]([CH3:15])[CH3:13], predict the reactants needed to synthesize it. The reactants are: [Cl:1][C:2]1[CH:9]=[CH:8][C:7]([N+:10]([O-:12])=[O:11])=[CH:6][C:3]=1[CH:4]=O.[CH3:13][NH:14][CH3:15].[BH-](OC(C)=O)(OC(C)=O)OC(C)=O.[Na+].O. (7) Given the product [C:1]([O:4][CH2:5][C:6]1[CH:11]=[C:10]2[C:9](=[C:8]([F:22])[C:7]=1[F:23])[N:14]1[CH2:19][C@@H:18]([CH3:20])[O:17][C@@H:16]([CH3:21])[C@@H:15]1[C:30]1([C:28](=[O:29])[NH:27][C:25](=[O:26])[NH:24][C:31]1=[O:32])[CH2:12]2)(=[O:3])[CH3:2], predict the reactants needed to synthesize it. The reactants are: [C:1]([O:4][CH2:5][C:6]1[CH:11]=[C:10]([CH:12]=O)[C:9]([N:14]2[CH2:19][C@H:18]([CH3:20])[O:17][C@H:16]([CH3:21])[CH2:15]2)=[C:8]([F:22])[C:7]=1[F:23])(=[O:3])[CH3:2].[NH:24]1[C:31](=[O:32])[CH2:30][C:28](=[O:29])[NH:27][C:25]1=[O:26]. (8) Given the product [CH2:1]([O:4][CH:5]([CH2:14][O:15][CH2:16][C:17]#[CH:18])[CH2:6][N:7]1[C:8](=[O:13])[N:9]=[N:10][C:11]1=[O:12])[C:2]#[CH:3], predict the reactants needed to synthesize it. The reactants are: [CH2:1]([O:4][CH:5]([CH2:14][O:15][CH2:16][C:17]#[CH:18])[CH2:6][N:7]1[C:11](=[O:12])[NH:10][NH:9][C:8]1=[O:13])[C:2]#[CH:3]. (9) Given the product [CH2:1]([C:17]1[C:22](=[O:23])[CH:21]=[C:20]([CH3:24])[N:27]([OH:28])[C:18]=1[CH3:25])[CH2:2][CH2:3][CH2:4][CH2:5][CH2:6][CH2:7][CH2:8][CH2:9][CH2:10][CH2:11][CH2:12][CH2:13][CH2:14][CH2:15][CH3:16], predict the reactants needed to synthesize it. The reactants are: [CH2:1]([C:17]1[C:22](=[O:23])[CH:21]=[C:20]([CH3:24])O[C:18]=1[CH3:25])[CH2:2][CH2:3][CH2:4][CH2:5][CH2:6][CH2:7][CH2:8][CH2:9][CH2:10][CH2:11][CH2:12][CH2:13][CH2:14][CH2:15][CH3:16].Cl.[NH2:27][OH:28].C([O-])(=O)C.[Na+].O. (10) Given the product [OH:21][C@@H:20]1[C@H:19]([OH:22])[C@@H:18]([CH2:23][OH:24])[O:17][C@H:16]1[N:13]1[CH:12]=[N:11][C:10]2[C:14]1=[N:15][C:7]([C:5]([NH:4][CH2:3][CH2:2][NH:1][C:45]([NH:40][CH2:44][CH2:43][N:42]1[CH2:20][CH2:19][CH2:18][CH2:23][CH2:41]1)=[O:46])=[O:6])=[N:8][C:9]=2[NH:25][CH2:26][CH:27]([C:34]1[CH:39]=[CH:38][CH:37]=[CH:36][CH:35]=1)[C:28]1[CH:29]=[CH:30][CH:31]=[CH:32][CH:33]=1, predict the reactants needed to synthesize it. The reactants are: [NH2:1][CH2:2][CH2:3][NH:4][C:5]([C:7]1[N:15]=[C:14]2[C:10]([N:11]=[CH:12][N:13]2[C@H:16]2[C@H:20]([OH:21])[C@H:19]([OH:22])[C@@H:18]([CH2:23][OH:24])[O:17]2)=[C:9]([NH:25][CH2:26][CH:27]([C:34]2[CH:39]=[CH:38][CH:37]=[CH:36][CH:35]=2)[C:28]2[CH:33]=[CH:32][CH:31]=[CH:30][CH:29]=2)[N:8]=1)=[O:6].[N:40]1([C:45](N)=[O:46])[CH:44]=[CH:43][N:42]=[CH:41]1.